This data is from Forward reaction prediction with 1.9M reactions from USPTO patents (1976-2016). The task is: Predict the product of the given reaction. (1) The product is: [CH2:25]([NH:1][CH2:2][C:3]([C:6]1[CH:7]=[CH:8][C:9]([NH:12][C:13](=[O:24])[C:14]2[CH:19]=[CH:18][C:17]([O:20][CH3:21])=[C:16]([O:22][CH3:23])[CH:15]=2)=[CH:10][CH:11]=1)([CH3:5])[CH3:4])[C:26]1[CH:31]=[CH:30][CH:29]=[CH:28][CH:27]=1. Given the reactants [NH2:1][CH2:2][C:3]([C:6]1[CH:11]=[CH:10][C:9]([NH:12][C:13](=[O:24])[C:14]2[CH:19]=[CH:18][C:17]([O:20][CH3:21])=[C:16]([O:22][CH3:23])[CH:15]=2)=[CH:8][CH:7]=1)([CH3:5])[CH3:4].[CH:25](=O)[C:26]1[CH:31]=[CH:30][CH:29]=[CH:28][CH:27]=1.[BH4-].[Na+], predict the reaction product. (2) The product is: [Br:29][C:30]1[CH:31]=[CH:32][C:33]2[O:37][C:36]3[C:38](=[O:40])[NH:39][C:42]([CH:44]4[CH2:49][CH2:48][CH:47]([NH:50][C:51](=[O:57])[O:52][C:53]([CH3:56])([CH3:55])[CH3:54])[CH2:46][CH2:45]4)=[N:41][C:35]=3[C:34]=2[CH:58]=1. Given the reactants BrC1C=CC2OC3C(=O)NC(C4CCN(C(OC(C)(C)C)=O)CC4)=NC=3C=2C=1.[Br:29][C:30]1[CH:31]=[CH:32][C:33]2[O:37][C:36]([C:38](=[O:40])[NH2:39])=[C:35]([NH:41][C:42]([CH:44]3[CH2:49][CH2:48][CH:47]([NH:50][C:51](=[O:57])[O:52][C:53]([CH3:56])([CH3:55])[CH3:54])[CH2:46][CH2:45]3)=O)[C:34]=2[CH:58]=1.BrC1C=CC2OC(C(=O)N)=C(NC(C3CCN(C(OC(C)(C)C)=O)CC3)=O)C=2C=1, predict the reaction product. (3) Given the reactants [H-].[Na+].[C:3]1([SH:9])[CH:8]=[CH:7][CH:6]=[CH:5][CH:4]=1.C(OC(=O)[NH:16][C@@H:17]([CH2:37][C:38]1[CH:43]=[CH:42][CH:41]=[CH:40][CH:39]=1)[CH2:18][NH:19][C:20]1[C:21]2[CH:35]=[CH:34][N:33]=[C:32](Cl)[C:22]=2[N:23]=[C:24]([C:26]2[CH:31]=[CH:30][N:29]=[CH:28][CH:27]=2)[N:25]=1)(C)(C)C.O, predict the reaction product. The product is: [C:38]1([CH2:37][C@@H:17]([NH2:16])[CH2:18][NH:19][C:20]2[C:21]3[CH:35]=[CH:34][N:33]=[C:32]([S:9][C:3]4[CH:8]=[CH:7][CH:6]=[CH:5][CH:4]=4)[C:22]=3[N:23]=[C:24]([C:26]3[CH:31]=[CH:30][N:29]=[CH:28][CH:27]=3)[N:25]=2)[CH:43]=[CH:42][CH:41]=[CH:40][CH:39]=1. (4) Given the reactants [NH2:1][C:2]1[CH:3]=[C:4]([CH:8]=[C:9]([Cl:11])[N:10]=1)[C:5]([OH:7])=[O:6].S1C=C[CH:14]=[C:13]1Cl, predict the reaction product. The product is: [NH2:1][C:2]1[CH:3]=[C:4]([CH:8]=[C:9]([Cl:11])[N:10]=1)[C:5]([O:7][CH2:13][CH3:14])=[O:6]. (5) The product is: [CH2:50]([O:49][CH2:48][N:47]1[C:36]2[C:35]([NH2:34])=[N:40][C:39]([CH2:41][CH2:42][CH2:43][CH3:44])=[N:38][C:37]=2[C:45]([C:58]#[C:59][CH2:60][CH2:61][CH2:62][N:68]2[CH2:69][CH:66]([F:65])[CH2:67]2)=[C:46]1[CH3:57])[C:51]1[CH:56]=[CH:55][CH:54]=[CH:53][CH:52]=1. Given the reactants C(OCN1C2C(N)=NC(CCCC)=NC=2C(C#CCCCN2CC(C)C2)=C1)C1C=CC=CC=1.[NH2:34][C:35]1[C:36]2[N:47]([CH2:48][O:49][CH2:50][C:51]3[CH:56]=[CH:55][CH:54]=[CH:53][CH:52]=3)[C:46]([CH3:57])=[C:45]([C:58]#[C:59][CH2:60][CH2:61][CH:62]=O)[C:37]=2[N:38]=[C:39]([CH2:41][CH2:42][CH2:43][CH3:44])[N:40]=1.Cl.[F:65][CH:66]1[CH2:69][NH:68][CH2:67]1, predict the reaction product. (6) Given the reactants [OH:1][C:2]1([C:16]2[S:17][C:18]([C:21]3[CH:26]=[C:25]([CH3:27])[CH:24]=[C:23]([NH:28][C:29]4[CH:34]=[C:33]([C:35]([F:38])([F:37])[F:36])[CH:32]=[CH:31][N:30]=4)[N:22]=3)=[CH:19][N:20]=2)[CH2:11][CH2:10][CH2:9][C:8]2[CH:7]=[C:6]([C:12]([O:14]C)=[O:13])[CH:5]=[CH:4][C:3]1=2.[OH-:39].[K+].C1C[O:44]CC1, predict the reaction product. The product is: [F:36][C:35]([F:38])([F:37])[C:33]([OH:44])=[O:39].[OH:1][C:2]1([C:16]2[S:17][C:18]([C:21]3[CH:26]=[C:25]([CH3:27])[CH:24]=[C:23]([NH:28][C:29]4[CH:34]=[C:33]([C:35]([F:36])([F:38])[F:37])[CH:32]=[CH:31][N:30]=4)[N:22]=3)=[CH:19][N:20]=2)[CH2:11][CH2:10][CH2:9][C:8]2[CH:7]=[C:6]([C:12]([OH:14])=[O:13])[CH:5]=[CH:4][C:3]1=2. (7) Given the reactants CC1C=CC2C(=CC=CC=2N2CCN(CCC3C=C(C=CC=3)N)CC2)N=1.[Cl:27]CCN=C=O.[CH3:33][C:34]1[CH:43]=[CH:42][C:41]2[C:36](=[CH:37][CH:38]=[CH:39][C:40]=2[N:44]2[CH2:49][CH2:48][N:47]([CH2:50][CH2:51][C:52]3[CH:53]=[C:54]([N:58]4[CH2:62][CH2:61][NH:60][C:59]4=[O:63])[CH:55]=[CH:56][CH:57]=3)[CH2:46][CH2:45]2)[N:35]=1, predict the reaction product. The product is: [ClH:27].[ClH:27].[CH3:33][C:34]1[CH:43]=[CH:42][C:41]2[C:36](=[CH:37][CH:38]=[CH:39][C:40]=2[N:44]2[CH2:49][CH2:48][N:47]([CH2:50][CH2:51][C:52]3[CH:53]=[C:54]([N:58]4[CH2:62][CH2:61][NH:60][C:59]4=[O:63])[CH:55]=[CH:56][CH:57]=3)[CH2:46][CH2:45]2)[N:35]=1. (8) Given the reactants [CH3:1][S:2]([N:5]1[CH2:10][CH2:9][N:8]([CH2:11][CH2:12][C:13]2[CH:18]=[CH:17][C:16]([N+:19]([O-])=O)=[CH:15][N:14]=2)[CH2:7][CH2:6]1)(=[O:4])=[O:3], predict the reaction product. The product is: [CH3:1][S:2]([N:5]1[CH2:6][CH2:7][N:8]([CH2:11][CH2:12][C:13]2[N:14]=[CH:15][C:16]([NH2:19])=[CH:17][CH:18]=2)[CH2:9][CH2:10]1)(=[O:4])=[O:3]. (9) Given the reactants [NH:1]1[CH2:4][CH:3]([N:5]2[CH2:10][CH2:9][N:8]([C:11](=[O:16])[C:12]([F:15])([F:14])[F:13])[CH2:7][CH2:6]2)[CH2:2]1.[C:17]([N:20]1[C:29]2[C:24](=[CH:25][C:26]([Br:30])=[CH:27][CH:28]=2)[CH2:23][CH2:22][CH:21]1[C:31](O)=[O:32])(=[O:19])[CH3:18].CCN(CC)CC.CN(C(ON1N=NC2C=CC=NC1=2)=[N+](C)C)C.F[P-](F)(F)(F)(F)F, predict the reaction product. The product is: [C:17]([N:20]1[C:29]2[C:24](=[CH:25][C:26]([Br:30])=[CH:27][CH:28]=2)[CH2:23][CH2:22][CH:21]1[C:31]([N:1]1[CH2:2][CH:3]([N:5]2[CH2:6][CH2:7][N:8]([C:11](=[O:16])[C:12]([F:13])([F:14])[F:15])[CH2:9][CH2:10]2)[CH2:4]1)=[O:32])(=[O:19])[CH3:18]. (10) Given the reactants FC1C([O:8][C:9]([C:11]2[CH:12]=[N:13][C:14]3[C:19]([C:20]=2[NH:21][CH2:22][C:23]2[CH:28]=[CH:27][C:26]([O:29][CH3:30])=[C:25]([Cl:31])[CH:24]=2)=[CH:18][C:17]([C:32]#[N:33])=[CH:16][CH:15]=3)=O)=C(F)C(F)=C(F)C=1F.[BH4-].[Na+], predict the reaction product. The product is: [Cl:31][C:25]1[CH:24]=[C:23]([CH2:22][NH:21][C:20]2[C:19]3[C:14](=[CH:15][CH:16]=[C:17]([C:32]#[N:33])[CH:18]=3)[N:13]=[CH:12][C:11]=2[CH2:9][OH:8])[CH:28]=[CH:27][C:26]=1[O:29][CH3:30].